The task is: Predict which catalyst facilitates the given reaction.. This data is from Catalyst prediction with 721,799 reactions and 888 catalyst types from USPTO. (1) The catalyst class is: 104. Reactant: Cl[C:2]1[CH:3]=[CH:4][C:5]2[N:6]([C:8]([CH:11]([C:13]3[CH:14]=[CH:15][C:16]4[N:17]([CH:19]=[CH:20][N:21]=4)[CH:18]=3)[CH3:12])=[CH:9][N:10]=2)[N:7]=1.[C:22]1([CH3:31])[CH:27]=[CH:26][CH:25]=[C:24](B(O)O)[CH:23]=1.C([O-])([O-])=O.[Na+].[Na+].CCOC(C)=O. Product: [N:21]1[CH:20]=[CH:19][N:17]2[CH:18]=[C:13]([CH:11]([C:8]3[N:6]4[N:7]=[C:2]([C:24]5[CH:23]=[C:22]([CH3:31])[CH:27]=[CH:26][CH:25]=5)[CH:3]=[CH:4][C:5]4=[N:10][CH:9]=3)[CH3:12])[CH:14]=[CH:15][C:16]=12. (2) The catalyst class is: 421. Product: [F:20][C:14]1[CH:15]=[C:16]([F:19])[CH:17]=[CH:18][C:13]=1[C@@H:11]1[CH2:12][NH:8][CH2:9][C@H:10]1[C:21]([O:23][CH3:24])=[O:22]. Reactant: C([N:8]1[CH2:12][C@@H:11]([C:13]2[CH:18]=[CH:17][C:16]([F:19])=[CH:15][C:14]=2[F:20])[C@H:10]([C:21]([O:23][CH3:24])=[O:22])[CH2:9]1)C1C=CC=CC=1.